Dataset: Reaction yield outcomes from USPTO patents with 853,638 reactions. Task: Predict the reaction yield, written as a fraction of the theoretical maximum amount of product (1.0 means a 100% yield; for example, 0.34 means a 34% yield). (1) The reactants are [Cl:1][C:2]1[CH:7]=[CH:6][C:5]([S:8]([N:11]2[CH2:16][CH2:15][CH2:14][C@@H:13]([NH:17][C:18]3[N:23]=[C:22]([C:24]4[N:31]5[C:27]([S:28][CH:29]=[CH:30]5)=[N:26][C:25]=4[C:32]4[CH:33]=[C:34]([CH:41]=[CH:42][CH:43]=4)[C:35](N(OC)C)=[O:36])[CH:21]=[CH:20][N:19]=3)[CH2:12]2)(=[O:10])=[O:9])=[CH:4][CH:3]=1.[H-].[Al+3].[Li+].[H-].[H-].[H-]. The catalyst is O1CCCC1. The product is [Cl:1][C:2]1[CH:7]=[CH:6][C:5]([S:8]([N:11]2[CH2:16][CH2:15][CH2:14][C@@H:13]([NH:17][C:18]3[N:23]=[C:22]([C:24]4[N:31]5[C:27]([S:28][CH:29]=[CH:30]5)=[N:26][C:25]=4[C:32]4[CH:33]=[C:34]([CH:41]=[CH:42][CH:43]=4)[CH:35]=[O:36])[CH:21]=[CH:20][N:19]=3)[CH2:12]2)(=[O:10])=[O:9])=[CH:4][CH:3]=1. The yield is 0.730. (2) The reactants are [OH:1][CH2:2][CH2:3][CH2:4][C:5]1[CH:6]=[C:7]([NH:12][C:13]2[N:14]=[CH:15][C:16]3[CH2:17][C:18](=[O:32])[NH:19][C:20]4[CH:27]=[C:26]([C:28]([F:31])([F:30])[F:29])[CH:25]=[CH:24][C:21]=4[C:22]=3[N:23]=2)[C:8]([CH3:11])=[N:9][CH:10]=1.N1C=CN=C1.[Si:38](Cl)([C:41]([CH3:44])([CH3:43])[CH3:42])([CH3:40])[CH3:39]. The catalyst is C1COCC1. The product is [Si:38]([O:1][CH2:2][CH2:3][CH2:4][C:5]1[CH:6]=[C:7]([NH:12][C:13]2[N:14]=[CH:15][C:16]3[CH2:17][C:18](=[O:32])[NH:19][C:20]4[CH:27]=[C:26]([C:28]([F:31])([F:30])[F:29])[CH:25]=[CH:24][C:21]=4[C:22]=3[N:23]=2)[C:8]([CH3:11])=[N:9][CH:10]=1)([C:41]([CH3:44])([CH3:43])[CH3:42])([CH3:40])[CH3:39]. The yield is 0.510.